The task is: Predict which catalyst facilitates the given reaction.. This data is from Catalyst prediction with 721,799 reactions and 888 catalyst types from USPTO. (1) Reactant: C1([C@H]2NC(=O)COC2)C=CC=CC=1.[N+]([O-])(O)=O.[N+:18]([C:21]1[CH:26]=[CH:25][C:24]([C@H:27]2[NH:32][C:31](=[O:33])[CH2:30][O:29][CH2:28]2)=[CH:23][CH:22]=1)([O-])=O. Product: [NH2:18][C:21]1[CH:22]=[CH:23][C:24]([C@H:27]2[NH:32][C:31](=[O:33])[CH2:30][O:29][CH2:28]2)=[CH:25][CH:26]=1. The catalyst class is: 65. (2) Reactant: [Si]([O:18][CH2:19][C:20]1[S:24][C:23]([C:25]2[CH:26]=[CH:27][C:28]([N+:42]([O-:44])=[O:43])=[C:29]([NH:31][C:32](=[O:41])[C:33]3[CH:38]=[CH:37][C:36]([O:39][CH3:40])=[CH:35][CH:34]=3)[CH:30]=2)=[CH:22][CH:21]=1)(C(C)(C)C)(C1C=CC=CC=1)C1C=CC=CC=1.[F-].C([N+](CCCC)(CCCC)CCCC)CCC.C1COCC1. Product: [OH:18][CH2:19][C:20]1[S:24][C:23]([C:25]2[CH:26]=[CH:27][C:28]([N+:42]([O-:44])=[O:43])=[C:29]([NH:31][C:32](=[O:41])[C:33]3[CH:38]=[CH:37][C:36]([O:39][CH3:40])=[CH:35][CH:34]=3)[CH:30]=2)=[CH:22][CH:21]=1. The catalyst class is: 25.